From a dataset of Full USPTO retrosynthesis dataset with 1.9M reactions from patents (1976-2016). Predict the reactants needed to synthesize the given product. (1) The reactants are: N(N(C)[C:4](N)=O)=O.[OH-].[K+].[CH2:10]([N:16]1[C:21]2[CH:22]=[C:23]([C:27]([N:29]([CH:43]([CH3:45])[CH3:44])[C@@H:30]3[CH2:35][CH2:34][CH2:33][N:32]([C:36]([O:38][C:39]([CH3:42])([CH3:41])[CH3:40])=[O:37])[CH2:31]3)=[O:28])[C:24]([CH3:26])=[CH:25][C:20]=2[O:19][C:18]([CH3:47])([CH3:46])[C:17]1=[O:48])[CH2:11][CH2:12][CH2:13][CH:14]=[CH2:15].C(Cl)(Cl)Cl.C(OCC)C. Given the product [CH:14]1([CH2:13][CH2:12][CH2:11][CH2:10][N:16]2[C:21]3[CH:22]=[C:23]([C:27]([N:29]([CH:43]([CH3:44])[CH3:45])[C@@H:30]4[CH2:35][CH2:34][CH2:33][N:32]([C:36]([O:38][C:39]([CH3:40])([CH3:42])[CH3:41])=[O:37])[CH2:31]4)=[O:28])[C:24]([CH3:26])=[CH:25][C:20]=3[O:19][C:18]([CH3:46])([CH3:47])[C:17]2=[O:48])[CH2:4][CH2:15]1, predict the reactants needed to synthesize it. (2) Given the product [CH3:14][N:2]([CH3:1])[C:3]1[CH:13]=[CH:12][CH:11]=[C:5]2[C:4]=1[C:9](=[O:10])[N:16]([CH:17]1[CH2:22][CH2:21][C:20](=[O:23])[NH:19][C:18]1=[O:24])[C:6]2=[O:8], predict the reactants needed to synthesize it. The reactants are: [CH3:1][N:2]([CH3:14])[C:3]1[CH:13]=[CH:12][CH:11]=[C:5]2[C:6]([O:8][C:9](=[O:10])[C:4]=12)=O.Cl.[NH2:16][CH:17]1[CH2:22][CH2:21][C:20](=[O:23])[NH:19][C:18]1=[O:24].C([O-])(=O)C.[Na+]. (3) Given the product [O:13]1[C:12]2[C:6](=[CH:7][CH:8]=[CH:9][CH:11]=2)[CH2:5][CH2:4][CH2:3]1, predict the reactants needed to synthesize it. The reactants are: CI.[CH3:3][CH2:4][CH2:5][CH2:6][CH2:7][CH2:8][CH3:9].C1C[O:13][CH2:12][CH2:11]1.C(C1C=CC=CC=1)C.